This data is from Forward reaction prediction with 1.9M reactions from USPTO patents (1976-2016). The task is: Predict the product of the given reaction. (1) Given the reactants [CH:1]1([C@H:4]2[C@H:13]([CH3:14])[C@@H:12]([NH:15][C:16](=[O:25])[O:17][CH2:18][C:19]3[CH:24]=[CH:23][CH:22]=[CH:21][CH:20]=3)[C:11]3[C:6](=[CH:7][CH:8]=[C:9]([O:26][CH:27]4[CH2:32][CH2:31][O:30][CH2:29][CH2:28]4)[CH:10]=3)[NH:5]2)[CH2:3][CH2:2]1.CCN(C(C)C)C(C)C.[C:42](Cl)(=[O:44])[CH3:43], predict the reaction product. The product is: [C:42]([N:5]1[C:6]2[C:11](=[CH:10][C:9]([O:26][CH:27]3[CH2:28][CH2:29][O:30][CH2:31][CH2:32]3)=[CH:8][CH:7]=2)[C@H:12]([NH:15][C:16](=[O:25])[O:17][CH2:18][C:19]2[CH:20]=[CH:21][CH:22]=[CH:23][CH:24]=2)[C@@H:13]([CH3:14])[C@@H:4]1[CH:1]1[CH2:3][CH2:2]1)(=[O:44])[CH3:43]. (2) Given the reactants [CH3:1][C:2]1[CH:7]=[CH:6][C:5]([S:8]([O:11][CH2:12][CH:13]2[CH2:17][C:16]3[CH:18]=[C:19]([Cl:23])[CH:20]=[C:21]([OH:22])[C:15]=3[O:14]2)(=[O:10])=[O:9])=[CH:4][CH:3]=1.[F:24][C:25]([F:38])([F:37])[S:26](O[S:26]([C:25]([F:38])([F:37])[F:24])(=[O:28])=[O:27])(=[O:28])=[O:27].C(N(C(C)C)CC)(C)C.CC1C=CC(S(OC)(=O)=O)=CC=1, predict the reaction product. The product is: [CH3:1][C:2]1[CH:7]=[CH:6][C:5]([S:8]([O:11][CH2:12][CH:13]2[CH2:17][C:16]3[CH:18]=[C:19]([Cl:23])[CH:20]=[C:21]([O:22][S:26]([C:25]([F:38])([F:37])[F:24])(=[O:28])=[O:27])[C:15]=3[O:14]2)(=[O:9])=[O:10])=[CH:4][CH:3]=1. (3) The product is: [Br:1][C:2]1[CH:3]=[C:4]2[C:14](=[CH:15][CH:16]=1)[O:13][C:7]1[CH:8]=[N:9][C:10]([Cl:12])=[CH:11][C:6]=1[C:5]2=[CH:18][CH2:19][O:21][CH3:20]. Given the reactants [Br:1][C:2]1[CH:3]=[C:4]2[C:14](=[CH:15][CH:16]=1)[O:13][C:7]1[CH:8]=[N:9][C:10]([Cl:12])=[CH:11][C:6]=1[C:5]2([CH:18]=[CH2:19])O.[CH3:20][OH:21].S(=O)(=O)(O)O, predict the reaction product. (4) Given the reactants FC(F)(F)C(O)=O.[C:8]([NH:16][C:17]1[CH:29]=[C:28]([C:30]2[CH:35]=[CH:34][C:33]([O:36][C:37]3[CH:42]=[CH:41][CH:40]=[CH:39][CH:38]=3)=[CH:32][CH:31]=2)[CH:27]=[CH:26][C:18]=1[C:19]([O:21]C(C)(C)C)=[O:20])(=[O:15])[C:9]1[CH:14]=[CH:13][CH:12]=[CH:11][CH:10]=1, predict the reaction product. The product is: [C:8]([NH:16][C:17]1[CH:29]=[C:28]([C:30]2[CH:35]=[CH:34][C:33]([O:36][C:37]3[CH:42]=[CH:41][CH:40]=[CH:39][CH:38]=3)=[CH:32][CH:31]=2)[CH:27]=[CH:26][C:18]=1[C:19]([OH:21])=[O:20])(=[O:15])[C:9]1[CH:10]=[CH:11][CH:12]=[CH:13][CH:14]=1. (5) Given the reactants [NH2:1][CH2:2][C@@H:3]1[C@H:8]([CH3:9])[CH2:7][CH2:6][CH2:5][N:4]1[C:10]([C:12]1[CH:17]=[CH:16][C:15]([F:18])=[CH:14][C:13]=1[C:19]1[N:24]=[CH:23][CH:22]=[CH:21][N:20]=1)=[O:11].Cl[C:26]1[N:31]=[CH:30][C:29]([C:32]([F:35])([F:34])[F:33])=[CH:28][N:27]=1, predict the reaction product. The product is: [F:18][C:15]1[CH:16]=[CH:17][C:12]([C:10]([N:4]2[CH2:5][CH2:6][CH2:7][C@@H:8]([CH3:9])[C@H:3]2[CH2:2][NH:1][C:26]2[N:31]=[CH:30][C:29]([C:32]([F:35])([F:34])[F:33])=[CH:28][N:27]=2)=[O:11])=[C:13]([C:19]2[N:20]=[CH:21][CH:22]=[CH:23][N:24]=2)[CH:14]=1. (6) Given the reactants [Cl:1][C:2]1[CH:10]=[N:9][CH:8]=[CH:7][C:3]=1[C:4](O)=[O:5].S(Cl)([Cl:13])=O, predict the reaction product. The product is: [Cl:1][C:2]1[CH:10]=[N:9][CH:8]=[CH:7][C:3]=1[C:4]([Cl:13])=[O:5]. (7) Given the reactants [F:1][C:2]([F:26])([F:25])[O:3][C:4]1[CH:5]=[CH:6][C:7]2[S:13][CH2:12][CH2:11][N:10](C(OCC3C=CC=CC=3)=O)[CH2:9][C:8]=2[CH:24]=1.[BrH:27].CC(O)=O, predict the reaction product. The product is: [BrH:27].[F:26][C:2]([F:1])([F:25])[O:3][C:4]1[CH:5]=[CH:6][C:7]2[S:13][CH2:12][CH2:11][NH:10][CH2:9][C:8]=2[CH:24]=1.[BrH:27]. (8) Given the reactants [F:1][C:2]1[CH:7]=[CH:6][C:5]([CH:8]2[CH2:13][CH2:12][N:11]([C:14]([O:16][C:17]([CH3:20])([CH3:19])[CH3:18])=[O:15])[CH2:10][CH:9]2[OH:21])=[CH:4][CH:3]=1.Br[CH2:23][C:24]1[CH:33]=[CH:32][C:31]2[C:26](=[CH:27][CH:28]=[CH:29][CH:30]=2)[C:25]=1[O:34][CH3:35], predict the reaction product. The product is: [F:1][C:2]1[CH:3]=[CH:4][C:5]([CH:8]2[CH2:13][CH2:12][N:11]([C:14]([O:16][C:17]([CH3:18])([CH3:20])[CH3:19])=[O:15])[CH2:10][CH:9]2[O:21][CH2:23][C:24]2[CH:33]=[CH:32][C:31]3[C:26](=[CH:27][CH:28]=[CH:29][CH:30]=3)[C:25]=2[O:34][CH3:35])=[CH:6][CH:7]=1.